Dataset: Catalyst prediction with 721,799 reactions and 888 catalyst types from USPTO. Task: Predict which catalyst facilitates the given reaction. (1) Reactant: [CH3:1][N:2]1[CH:6]=[C:5]([CH2:7][N:8]2[CH2:13][CH2:12][N:11]([C:14](OC(C)(C)C)=O)[CH2:10][CH2:9]2)[N:4]=[CH:3]1.C(O)(C(F)(F)F)=O.[Br:28][C:29]1C(Cl)=[C:31]([N+:36]([O-:38])=[O:37])[C:32]([NH2:35])=[N:33][CH:34]=1. Product: [Br:28][C:29]1[C:14]([N:11]2[CH2:10][CH2:9][N:8]([CH2:7][C:5]3[N:4]=[CH:3][N:2]([CH3:1])[CH:6]=3)[CH2:13][CH2:12]2)=[C:31]([N+:36]([O-:38])=[O:37])[C:32]([NH2:35])=[N:33][CH:34]=1. The catalyst class is: 2. (2) Reactant: [F:1][C:2]1[CH:3]=[C:4]([C:8]#[C:9][C:10]2[CH:19]=[CH:18][C:13]([C:14](OC)=[O:15])=[CH:12][CH:11]=2)[CH:5]=[CH:6][CH:7]=1.O.[NH2:21][NH2:22]. Product: [F:1][C:2]1[CH:3]=[C:4]([C:8]#[C:9][C:10]2[CH:19]=[CH:18][C:13]([C:14]([NH:21][NH2:22])=[O:15])=[CH:12][CH:11]=2)[CH:5]=[CH:6][CH:7]=1. The catalyst class is: 5. (3) Reactant: [C:1]1([C:11]2[C:12]([S:16][CH2:17][C:18]([O:20]CC)=[O:19])=[CH:13][NH:14][CH:15]=2)[C:10]2[C:5](=[CH:6][CH:7]=[CH:8][CH:9]=2)[CH:4]=[CH:3][CH:2]=1.[OH-].[Na+]. Product: [C:1]1([C:11]2[C:12]([S:16][CH2:17][C:18]([OH:20])=[O:19])=[CH:13][NH:14][CH:15]=2)[C:10]2[C:5](=[CH:6][CH:7]=[CH:8][CH:9]=2)[CH:4]=[CH:3][CH:2]=1. The catalyst class is: 5. (4) The catalyst class is: 31. Product: [CH:1]1([C:7]2[C:15]3[CH:14]=[CH:13][C:12]([C:16]([O:18][CH3:19])=[O:17])=[CH:11][C:10]=3[N:9]3[C:8]=2[C:20]2[CH:25]=[CH:24][CH:23]=[CH:22][C:21]=2[O:26][CH2:33][C:31](=[CH2:30])[CH2:32]3)[CH2:6][CH2:5][CH2:4][CH2:3][CH2:2]1. Reactant: [CH:1]1([C:7]2[C:15]3[C:10](=[CH:11][C:12]([C:16]([O:18][CH3:19])=[O:17])=[CH:13][CH:14]=3)[NH:9][C:8]=2[C:20]2[CH:25]=[CH:24][CH:23]=[CH:22][C:21]=2[OH:26])[CH2:6][CH2:5][CH2:4][CH2:3][CH2:2]1.[H-].[Na+].Cl[CH2:30][C:31]([CH2:33]Cl)=[CH2:32]. (5) Reactant: [O:1]1CCO[CH:2]1[C:6]1[S:14][C:13]2[CH2:12][CH2:11][CH2:10][O:9][C:8]=2[CH:7]=1.CC1C=CC(S(O)(=O)=O)=CC=1. Product: [S:14]1[C:13]2[CH2:12][CH2:11][CH2:10][O:9][C:8]=2[CH:7]=[C:6]1[CH:2]=[O:1]. The catalyst class is: 95.